This data is from Catalyst prediction with 721,799 reactions and 888 catalyst types from USPTO. The task is: Predict which catalyst facilitates the given reaction. (1) Reactant: Cl[CH2:2][C:3]([NH:5][C:6]1[C:7]([NH:14][C:15](=[O:24])[O:16][CH2:17][C:18]2[CH:23]=[CH:22][CH:21]=[CH:20][CH:19]=2)=[N:8][CH:9]=[C:10]([O:12][CH3:13])[CH:11]=1)=[O:4].C(=O)([O-])[O-].[Cs+].[Cs+]. Product: [CH3:13][O:12][C:10]1[CH:9]=[N:8][C:7]2[N:14]([C:15]([O:16][CH2:17][C:18]3[CH:23]=[CH:22][CH:21]=[CH:20][CH:19]=3)=[O:24])[CH2:2][C:3](=[O:4])[NH:5][C:6]=2[CH:11]=1. The catalyst class is: 42. (2) Reactant: [NH2:1][CH:2]([C:8]1[CH:13]=[CH:12][CH:11]=[C:10]([N+:14]([O-:16])=[O:15])[CH:9]=1)[CH2:3][C:4]([O:6][CH3:7])=[O:5].C(N(CC)CC)C.[C:24](O[C:24]([O:26][C:27]([CH3:30])([CH3:29])[CH3:28])=[O:25])([O:26][C:27]([CH3:30])([CH3:29])[CH3:28])=[O:25]. Product: [CH3:7][O:6][C:4](=[O:5])[CH2:3][CH:2]([NH:1][C:24]([O:26][C:27]([CH3:30])([CH3:29])[CH3:28])=[O:25])[C:8]1[CH:13]=[CH:12][CH:11]=[C:10]([N+:14]([O-:16])=[O:15])[CH:9]=1. The catalyst class is: 1. (3) Reactant: [CH3:1][CH:2]([CH3:59])[C@H:3]([NH:54][C:55](=[O:58])[O:56][CH3:57])[C:4]([N:6]1[CH2:10][CH2:9][CH2:8][C@H:7]1[C:11]1[NH:12][CH:13]=[C:14]([C:16]2[CH:21]=[CH:20][C:19]([C:22]3[CH:27]=[CH:26][C:25]([C:28]4[N:29]=[C:30]([CH:33]5[CH2:37][C:36]6([CH2:42][CH2:41][NH:40][CH2:39][CH2:38]6)[CH2:35][N:34]5[C:43](=[O:53])[C@@H:44]([NH:48][C:49]([O:51][CH3:52])=[O:50])[CH:45]([CH3:47])[CH3:46])[NH:31][CH:32]=4)=[CH:24][CH:23]=3)=[CH:18][CH:17]=2)[N:15]=1)=[O:5].C(N(CC)CC)C.[C:67](Cl)(=[O:69])C.[C:71](=O)([O-])[O-:72].[K+].[K+]. Product: [CH3:52][O:51][C:49]([NH:48][C@H:44]([C:43]([N:34]1[CH:33]([C:30]2[NH:31][CH:32]=[C:28]([C:25]3[CH:24]=[CH:23][C:22]([C:19]4[CH:20]=[CH:21][C:16]([C:14]5[N:15]=[C:11]([C@@H:7]6[CH2:8][CH2:9][CH2:10][N:6]6[C:4](=[O:5])[C@H:3]([CH:2]([CH3:59])[CH3:1])[NH:54][C:55]([O:56][CH3:57])=[O:58])[NH:12][CH:13]=5)=[CH:17][CH:18]=4)=[CH:27][CH:26]=3)[N:29]=2)[CH2:37][C:36]2([CH2:38][CH2:39][N:40]([C:71]([O:69][CH3:67])=[O:72])[CH2:41][CH2:42]2)[CH2:35]1)=[O:53])[CH:45]([CH3:46])[CH3:47])=[O:50]. The catalyst class is: 2. (4) Reactant: FC(F)(F)C(O[C:6](=[O:11])[C:7](F)(F)F)=O.[Br:14][C:15]1C(C)=[N+:17]([O-])[CH:18]=[C:19]([F:22])[C:20]=1[CH3:21]. Product: [Br:14][C:15]1[C:7]([CH2:6][OH:11])=[N:17][CH:18]=[C:19]([F:22])[C:20]=1[CH3:21]. The catalyst class is: 124. (5) Reactant: [NH2:1][C:2]1[C:3]([C:8]([O:10][CH3:11])=[O:9])=[N:4][CH:5]=[CH:6][N:7]=1.C(=O)([O-])[O-].[Na+].[Na+].[Br:18]Br. Product: [NH2:1][C:2]1[C:3]([C:8]([O:10][CH3:11])=[O:9])=[N:4][C:5]([Br:18])=[CH:6][N:7]=1. The catalyst class is: 86. (6) Reactant: [OH-].[Na+].C([O:6][C@H:7]([C@H:25]1[O:30][CH2:29][CH2:28][N:27]([C:31]2[CH:35]=[CH:34][N:33]([C:36]3[CH:41]=[CH:40][N:39]=[CH:38][CH:37]=3)[N:32]=2)[C:26]1=[O:42])[C:8]([NH:10][C:11]1[C:12]([C:22](=[O:24])[NH2:23])=[C:13]2[C:18](=[CH:19][CH:20]=1)[C:17]([NH2:21])=[N:16][CH:15]=[CH:14]2)=O)(=O)C. Product: [NH2:21][C:17]1[C:18]2[CH:19]=[CH:20][C:11]3[NH:10][C:8]([C@H:7]([OH:6])[C@H:25]4[O:30][CH2:29][CH2:28][N:27]([C:31]5[CH:35]=[CH:34][N:33]([C:36]6[CH:37]=[CH:38][N:39]=[CH:40][CH:41]=6)[N:32]=5)[C:26]4=[O:42])=[N:23][C:22](=[O:24])[C:12]=3[C:13]=2[CH:14]=[CH:15][N:16]=1. The catalyst class is: 14.